Dataset: Reaction yield outcomes from USPTO patents with 853,638 reactions. Task: Predict the reaction yield, written as a fraction of the theoretical maximum amount of product (1.0 means a 100% yield; for example, 0.34 means a 34% yield). (1) The reactants are I[C:2]1[C:7]([CH:8]([O:13][C:14]([CH3:17])([CH3:16])[CH3:15])[C:9]([O:11][CH3:12])=[O:10])=[C:6]([CH3:18])[N:5]=[C:4]2[S:19][C:20]3[CH2:25][CH2:24][CH2:23][CH2:22][C:21]=3[C:3]=12.C(=O)([O-])[O-].[K+].[K+].[O:32]1[C:43]2[C:44]3[C:39]([C:40](B(O)O)=[CH:41][CH:42]=2)=[N:38][CH:37]=[CH:36][C:35]=3[CH2:34][CH2:33]1.C(OCC)(=O)C. The catalyst is COCCOC.O.[Pd].C1(P(C2C=CC=CC=2)C2C=CC=CC=2)C=CC=CC=1.C1(P(C2C=CC=CC=2)C2C=CC=CC=2)C=CC=CC=1.C1(P(C2C=CC=CC=2)C2C=CC=CC=2)C=CC=CC=1.C1(P(C2C=CC=CC=2)C2C=CC=CC=2)C=CC=CC=1. The product is [CH3:18][C:6]1[N:5]=[C:4]2[S:19][C:20]3[CH2:25][CH2:24][CH2:23][CH2:22][C:21]=3[C:3]2=[C:2]([C:40]2[C:39]3[C:44]4=[C:35]([CH2:34][CH2:33][O:32][C:43]4=[CH:42][CH:41]=2)[CH:36]=[CH:37][N:38]=3)[C:7]=1[CH:8]([O:13][C:14]([CH3:17])([CH3:16])[CH3:15])[C:9]([O:11][CH3:12])=[O:10]. The yield is 0.680. (2) The reactants are [OH:1][CH2:2][C:3]1[CH:4]=[C:5]([CH:10]=[CH:11][CH:12]=1)[C:6]([O:8]C)=[O:7].[OH-].[Na+]. The catalyst is CO. The product is [OH:1][CH2:2][C:3]1[CH:4]=[C:5]([CH:10]=[CH:11][CH:12]=1)[C:6]([OH:8])=[O:7]. The yield is 0.880.